Task: Predict the product of the given reaction.. Dataset: Forward reaction prediction with 1.9M reactions from USPTO patents (1976-2016) (1) Given the reactants [CH2:1]([O:8][C:9]1[CH:37]=[CH:36][C:12]([NH:13][C:14]2[C:23]3[C:18](=[CH:19][C:20]([O:31][CH2:32][CH3:33])=[C:21]([NH:24][C:25](=[O:30])/[CH:26]=[CH:27]/[CH2:28]Cl)[CH:22]=3)[N:17]=[CH:16][C:15]=2[C:34]#[N:35])=[CH:11][C:10]=1[Cl:38])[C:2]1[CH:7]=[CH:6][CH:5]=[CH:4][CH:3]=1.C(OC1C=CC(NC2C3C(=CC(OCC)=C([NH:62][C:63](=O)/[CH:64]=[CH:65]/[CH2:66]Br)C=3)N=CC=2C#N)=CC=1Cl)C1C=CC=CC=1.[NH:77]1[CH2:81][CH2:80][CH2:79][CH2:78]1.C(=O)(O)[O-].[Na+], predict the reaction product. The product is: [CH2:1]([O:8][C:9]1[CH:37]=[CH:36][C:12]([NH:13][C:14]2[C:23]3[C:18](=[CH:19][C:20]([O:31][CH2:32][CH3:33])=[C:21]([NH:24][C:25](=[O:30])[CH2:26][CH:27]([N:62]4[CH2:63][CH2:64][CH2:65][CH2:66]4)[CH2:28][N:77]4[CH2:81][CH2:80][CH2:79][CH2:78]4)[CH:22]=3)[N:17]=[CH:16][C:15]=2[C:34]#[N:35])=[CH:11][C:10]=1[Cl:38])[C:2]1[CH:7]=[CH:6][CH:5]=[CH:4][CH:3]=1. (2) Given the reactants [CH3:1][O:2][C:3](=[O:28])[CH:4]([NH2:27])[CH2:5][NH:6][C:7]([N:9]1[CH2:26][CH2:25][C:12]2([N:16]([C:17]3[CH:22]=[CH:21][CH:20]=[CH:19][CH:18]=3)[CH2:15][N:14]([CH3:23])[C:13]2=[O:24])[CH2:11][CH2:10]1)=[O:8].[C:29]([N:32]1[C@@H:36]([C:37](O)=[O:38])[CH2:35][S:34][CH2:33]1)(=[O:31])[CH3:30].CN([P+](ON1N=NC2C=CC=CC1=2)(N(C)C)N(C)C)C.F[P-](F)(F)(F)(F)F.C(N(CC)C(C)C)(C)C, predict the reaction product. The product is: [CH3:1][O:2][C:3](=[O:28])[CH:4]([NH:27][C:37]([C@H:36]1[CH2:35][S:34][CH2:33][N:32]1[C:29](=[O:31])[CH3:30])=[O:38])[CH2:5][NH:6][C:7]([N:9]1[CH2:10][CH2:11][C:12]2([N:16]([C:17]3[CH:22]=[CH:21][CH:20]=[CH:19][CH:18]=3)[CH2:15][N:14]([CH3:23])[C:13]2=[O:24])[CH2:25][CH2:26]1)=[O:8]. (3) Given the reactants [C:1]([N:4]([CH3:32])[CH2:5][CH2:6][N:7]1[C:16]2[C:11](=[N:12][CH:13]=[C:14]([CH2:17][C:18]3[CH:23]=[CH:22][C:21]([F:24])=[CH:20][CH:19]=3)[CH:15]=2)[C:10]([OH:25])=[C:9]([C:26](OCC)=[O:27])[C:8]1=[O:31])(=[O:3])[CH3:2].[CH2:33]([CH2:35][NH2:36])[OH:34], predict the reaction product. The product is: [C:1]([N:4]([CH3:32])[CH2:5][CH2:6][N:7]1[C:16]2[C:11](=[N:12][CH:13]=[C:14]([CH2:17][C:18]3[CH:19]=[CH:20][C:21]([F:24])=[CH:22][CH:23]=3)[CH:15]=2)[C:10]([OH:25])=[C:9]([C:26]([NH:36][CH2:35][CH2:33][OH:34])=[O:27])[C:8]1=[O:31])(=[O:3])[CH3:2]. (4) Given the reactants [CH2:1](OCC)C.C[Li].O1CCCC1.[CH3:13][O:14][C:15]1[CH:20]=[CH:19][C:18]([N:21]2[CH2:26][CH2:25][N:24]([C:27]3[C:28]([CH3:41])=[C:29]([CH3:40])[C:30]4[O:34][C:33]([CH3:36])([CH3:35])[C:32](=[O:37])[C:31]=4[C:38]=3[CH3:39])[CH2:23][CH2:22]2)=[CH:17][CH:16]=1, predict the reaction product. The product is: [CH3:13][O:14][C:15]1[CH:16]=[CH:17][C:18]([N:21]2[CH2:22][CH2:23][N:24]([C:27]3[C:28]([CH3:41])=[C:29]([CH3:40])[C:30]4[O:34][C:33]([CH3:36])([CH3:35])[C:32]([CH3:1])([OH:37])[C:31]=4[C:38]=3[CH3:39])[CH2:25][CH2:26]2)=[CH:19][CH:20]=1. (5) The product is: [ClH:1].[NH2:22][CH2:21][C:20]1[CH:19]=[CH:18][C:17]([C:15]([NH:14][CH2:13][CH2:12][O:11][CH2:10][CH2:9][O:8][CH2:7][CH2:6][CH2:5][CH2:4][CH2:3][CH2:2][Cl:1])=[O:16])=[CH:31][CH:30]=1. Given the reactants [Cl:1][CH2:2][CH2:3][CH2:4][CH2:5][CH2:6][CH2:7][O:8][CH2:9][CH2:10][O:11][CH2:12][CH2:13][NH:14][C:15]([C:17]1[CH:31]=[CH:30][C:20]([CH2:21][NH:22]C(=O)OCCCC)=[CH:19][CH:18]=1)=[O:16].Cl.O1CCOCC1, predict the reaction product. (6) Given the reactants [Br:1][C:2]1[CH:7]=[CH:6][C:5]([C:8]2[O:17][C:11]3[N:12]=[CH:13][N:14]=[C:15](Cl)[C:10]=3[C:9]=2[C:18]2[CH:23]=[CH:22][CH:21]=[CH:20][CH:19]=2)=[CH:4][CH:3]=1.[OH:24][CH:25]1[CH2:30][CH2:29][NH:28][CH2:27][CH2:26]1, predict the reaction product. The product is: [Br:1][C:2]1[CH:7]=[CH:6][C:5]([C:8]2[O:17][C:11]3[N:12]=[CH:13][N:14]=[C:15]([N:28]4[CH2:29][CH2:30][CH:25]([OH:24])[CH2:26][CH2:27]4)[C:10]=3[C:9]=2[C:18]2[CH:23]=[CH:22][CH:21]=[CH:20][CH:19]=2)=[CH:4][CH:3]=1. (7) Given the reactants [C:1](=O)([O-])[O-].[K+].[K+].CI.[OH:9][C:10]1[C:11]([C:26]2[O:30][N:29]=[C:28]([C:31]([F:34])([F:33])[F:32])[CH:27]=2)=[C:12]([O:20][C:21](=[O:25])[CH:22]([CH3:24])[CH3:23])[C:13]2[C:14]([N:19]=1)=[N:15][CH:16]=[CH:17][N:18]=2, predict the reaction product. The product is: [CH3:1][N:19]1[C:14]2=[N:15][CH:16]=[CH:17][N:18]=[C:13]2[C:12]([O:20][C:21](=[O:25])[CH:22]([CH3:24])[CH3:23])=[C:11]([C:26]2[O:30][N:29]=[C:28]([C:31]([F:33])([F:32])[F:34])[CH:27]=2)[C:10]1=[O:9].